From a dataset of Experimentally validated miRNA-target interactions with 360,000+ pairs, plus equal number of negative samples. Binary Classification. Given a miRNA mature sequence and a target amino acid sequence, predict their likelihood of interaction. (1) The miRNA is hsa-miR-3199 with sequence AGGGACUGCCUUAGGAGAAAGUU. The protein sequence of the target gene is MQSTSNHLWLLSDILGQGATANVFRGRHKKTGDLYAVKVFNNISFLRPVDVQMREFEVLKKLNHKNIVKLFAIEEETTTRHKVLIMEFCPCGSLYTVLEEPSNAYGLPESEFLIVLRDVVGGMNHLRENGIVHRDIKPGNIMRVIGEDGQSVYKLTDFGAARELEDDEQFVSLYGTEEYLHPDMYERAVLRKDHQKKYGATVDLWSVGVTFYHAATGSLPFRPFEGPRRNKEVMYKIITGKPSGAISGVQKAENGPIDWSGDMPLSCSLSQGLQALLTPVLANILEADQEKCWGFDQFFA.... Result: 0 (no interaction). (2) The miRNA is hsa-miR-190a-3p with sequence CUAUAUAUCAAACAUAUUCCU. The protein sequence of the target gene is MGNCCWTQCFGLLRKEAGRLQRVGGGGGSKYFRTCSRGEHLTIEFENLVESDEGESPGSSHRPLTEEEIVDLRERHYDSIAEKQKDLDKKIQKELALQEEKLRLEEEALYAAQREAARAAKQRKLLEQERQRIVQQYHPSNNGEYQSSGPEDDFESCLRNMKSQYEVFRSSRLSSDATVLTPNTESSCDLMTKTKSTSGNDDSTSLDLEWEDEEGMNRMLPMRERSKTEEDILRAALKYSNKKTGSNPTSASDDSNGLEWENDFVSAEMDDNGNSEYSGFVNPVLELSDSGIRHSDTDQQ.... Result: 1 (interaction). (3) The miRNA is hsa-miR-4728-5p with sequence UGGGAGGGGAGAGGCAGCAAGCA. The protein sequence of the target gene is MASREEVLALQAEVAQREEELNSLKQKLASALLAEQEPQPERLVPVSPLPPKAALSRDEILRYSRQLVLPELGVHGQLRLGTACVLIVGCGGLGCPLAQYLAAAGVGRLGLVDYDVVEMSNLARQVLHGEALAGQAKAFSAAASLRRLNSAVECVPYTQALTPATALDLVRRYDVVADCSDNVPTRYLVNDACVLAGRPLVSASALRFEGQITVYHYDGGPCYRCIFPQPPPAETVTNCADGGVLGVVTGVLGCLQALEVLKIAAGLGPSYSGSLLLFDALRGHFRSIRLRSRRLDCAAC.... Result: 1 (interaction). (4) The protein sequence of the target gene is MENELPVPHTSSSACATSSTSGASSSSGCNNSSSGGSGRPTGPQISVYSGIPDRQTVQVIQQALHRQPSTAAQYLQQMYAAQQQHLMLQTAALQQQHLSSAQLQSLAAVQQASLVSNRQGSTSGSNVSAQAPAQSSSINLAASPAAAQLLNRAQSVNSAAASGIAQQAVLLGNTSSPALTASQAQMYLRAQMLIFTPTATVATVQPELGTGSPARPPTPAQVQNLTLRTQQTPAAAASGPTPTQPVLPSLALKPTPGGSQPLPTPAQSRNTAQASPAGAKPGIADSVMEPHKKGDGNSSV.... The miRNA is hsa-miR-6854-5p with sequence AAGCUCAGGUUUGAGAACUGCUGA. Result: 0 (no interaction). (5) The miRNA is hsa-miR-371a-5p with sequence ACUCAAACUGUGGGGGCACU. The protein sequence of the target gene is MAEKTQKSVKIAPGAVVCVESEIRGDVTIGPRTVIHPKARIIAEAGPIVIGEGNLIEEQALIINAYPDNITPDTEDPEPKPMIIGTNNVFEVGCYSQAMKMGDNNVIESKAYVGRNVILTSGCIIGACCNLNTFEVIPENTVIYGADCLRRVQTERPQPQTLQLDFLMKILPNYHHLKKTMKGSSTPVKN. Result: 1 (interaction).